Dataset: Full USPTO retrosynthesis dataset with 1.9M reactions from patents (1976-2016). Task: Predict the reactants needed to synthesize the given product. Given the product [C:1]([O:5][C:6]([N:8]1[CH2:13][CH2:12][CH:11]([CH2:14][NH:15][C:17]2[CH:22]=[CH:21][CH:20]=[CH:19][CH:18]=2)[CH2:10][CH2:9]1)=[O:7])([CH3:4])([CH3:3])[CH3:2], predict the reactants needed to synthesize it. The reactants are: [C:1]([O:5][C:6]([N:8]1[CH2:13][CH2:12][CH:11]([CH2:14][NH2:15])[CH2:10][CH2:9]1)=[O:7])([CH3:4])([CH3:3])[CH3:2].Br[C:17]1[CH:22]=[CH:21][CH:20]=[CH:19][CH:18]=1.CC(C)([O-])C.[K+].O1CCOCC1.